From a dataset of Full USPTO retrosynthesis dataset with 1.9M reactions from patents (1976-2016). Predict the reactants needed to synthesize the given product. (1) Given the product [Br:1][C:2]1[CH:7]=[C:6]([Cl:8])[C:5]([S:9]([CH3:10])(=[O:28])=[O:34])=[CH:4][C:3]=1[NH:11][C:12]([N:14]1[CH:19]=[CH:18][C:17](=[O:20])[CH2:16][CH:15]1[C:21]1[CH:22]=[CH:23][C:24]([F:27])=[CH:25][CH:26]=1)=[O:13], predict the reactants needed to synthesize it. The reactants are: [Br:1][C:2]1[CH:7]=[C:6]([Cl:8])[C:5]([S:9][CH3:10])=[CH:4][C:3]=1[NH:11][C:12]([N:14]1[CH:19]=[CH:18][C:17](=[O:20])[CH2:16][CH:15]1[C:21]1[CH:26]=[CH:25][C:24]([F:27])=[CH:23][CH:22]=1)=[O:13].[OH:28]OS([O-])=O.[K+].[OH2:34]. (2) Given the product [C:34]([NH:2][C@@H:3]1[CH2:8][CH2:7][C@H:6]([NH:9][C:10]([C:12]2[C:16]3=[N:17][CH:18]=[CH:19][C:20]([C:21]4[CH:26]=[C:25]([CH3:27])[CH:24]=[CH:23][C:22]=4[O:28][CH2:29][CH:30]4[CH2:31][CH2:32]4)=[C:15]3[NH:14][C:13]=2[CH3:33])=[O:11])[CH2:5][CH2:4]1)(=[O:36])[CH3:35], predict the reactants needed to synthesize it. The reactants are: Cl.[NH2:2][C@@H:3]1[CH2:8][CH2:7][C@H:6]([NH:9][C:10]([C:12]2[C:16]3=[N:17][CH:18]=[CH:19][C:20]([C:21]4[CH:26]=[C:25]([CH3:27])[CH:24]=[CH:23][C:22]=4[O:28][CH2:29][CH:30]4[CH2:32][CH2:31]4)=[C:15]3[NH:14][C:13]=2[CH3:33])=[O:11])[CH2:5][CH2:4]1.[C:34](Cl)(=[O:36])[CH3:35].